This data is from Forward reaction prediction with 1.9M reactions from USPTO patents (1976-2016). The task is: Predict the product of the given reaction. Given the reactants [F:1][C:2]1[CH:7]=[CH:6][C:5]([N:8]2[C:12]([CH3:13])=[CH:11][C:10]([CH:14]=[O:15])=[C:9]2[CH3:16])=[C:4]([C:17]([F:20])([F:19])[F:18])[CH:3]=1.[O-:21][Mn](=O)(=O)=O.[K+].OO, predict the reaction product. The product is: [F:1][C:2]1[CH:7]=[CH:6][C:5]([N:8]2[C:12]([CH3:13])=[CH:11][C:10]([C:14]([OH:21])=[O:15])=[C:9]2[CH3:16])=[C:4]([C:17]([F:20])([F:18])[F:19])[CH:3]=1.